Binary Classification. Given a drug SMILES string, predict its activity (active/inactive) in a high-throughput screening assay against a specified biological target. From a dataset of Cav3 T-type calcium channel HTS with 100,875 compounds. (1) The compound is OC(=O)c1cc(N)c(Nc2ccccc2)cc1. The result is 0 (inactive). (2) The molecule is OC(=O)CNc1nc(nc2c1cccc2)c1ccccc1. The result is 0 (inactive). (3) The molecule is O(Cc1c(onc1C)C)c1c(OC)cc(cc1)C(Oc1ccccc1)=O. The result is 0 (inactive). (4) The drug is Clc1sc(Nc2c(N3CCOCC3)cccc2)nc1S(=O)(=O)c1ccc(cc1)C. The result is 0 (inactive).